From a dataset of Full USPTO retrosynthesis dataset with 1.9M reactions from patents (1976-2016). Predict the reactants needed to synthesize the given product. Given the product [CH2:12]([O:19][C:20]([N:1]1[CH2:9][CH2:8][CH2:7][CH:3]([C:4]([OH:6])=[O:5])[CH2:2]1)=[O:21])[C:13]1[CH:18]=[CH:17][CH:16]=[CH:15][CH:14]=1, predict the reactants needed to synthesize it. The reactants are: [NH:1]1[CH2:9][CH2:8][CH2:7][CH:3]([C:4]([OH:6])=[O:5])[CH2:2]1.[OH-].[Na+].[CH2:12]([O:19][C:20](Cl)=[O:21])[C:13]1[CH:18]=[CH:17][CH:16]=[CH:15][CH:14]=1.